From a dataset of Catalyst prediction with 721,799 reactions and 888 catalyst types from USPTO. Predict which catalyst facilitates the given reaction. (1) Reactant: Cl.[F:2][C:3]1([F:9])[CH2:8][CH2:7][NH:6][CH2:5][CH2:4]1.C(N(CC)CC)C.C1N=C[N:19]([C:22](N2C=NC=C2)=[S:23])C=1. Product: [F:2][C:3]1([F:9])[CH2:8][CH2:7][N:6]([C:22]([NH2:19])=[S:23])[CH2:5][CH2:4]1. The catalyst class is: 1. (2) Reactant: [C:1]([O:5][C:6]([NH:8][C@H:9]([CH2:13][C:14]#[CH:15])[C:10]([OH:12])=[O:11])=[O:7])([CH3:4])([CH3:3])[CH3:2].[C:16](=O)([O-])[O-].[Cs+].[Cs+].CI. Product: [CH3:16][O:11][C:10](=[O:12])[C@H:9]([NH:8][C:6]([O:5][C:1]([CH3:4])([CH3:3])[CH3:2])=[O:7])[CH2:13][C:14]#[CH:15]. The catalyst class is: 3. (3) Product: [C:1]([C:5]1[O:9][N:8]=[C:7]([NH:10][C:11]([NH:13][C:14]2[CH:19]=[CH:18][CH:17]=[C:16]([C:20]#[C:21][C:22]3[C:23]([NH:37][CH2:36][CH2:35][CH2:34][NH:33][CH:30]([CH3:32])[CH3:31])=[N:24][CH:25]=[N:26][CH:27]=3)[CH:15]=2)=[O:12])[CH:6]=1)([CH3:4])([CH3:3])[CH3:2]. Reactant: [C:1]([C:5]1[O:9][N:8]=[C:7]([NH:10][C:11]([NH:13][C:14]2[CH:19]=[CH:18][CH:17]=[C:16]([C:20]#[C:21][C:22]3[C:23](Cl)=[N:24][CH:25]=[N:26][CH:27]=3)[CH:15]=2)=[O:12])[CH:6]=1)([CH3:4])([CH3:3])[CH3:2].Cl.[CH:30]([NH:33][CH2:34][CH2:35][CH2:36][NH2:37])([CH3:32])[CH3:31]. The catalyst class is: 23. (4) Reactant: [OH:1][C:2]1[C:3]([CH2:9][OH:10])=[N:4][C:5]([CH3:8])=[CH:6][CH:7]=1.[H-].[Na+].[CH3:13][O:14][C:15]1[CH:22]=[CH:21][C:18]([CH2:19]Cl)=[CH:17][CH:16]=1. Product: [CH3:13][O:14][C:15]1[CH:22]=[CH:21][C:18]([CH2:19][O:1][C:2]2[C:3]([CH2:9][OH:10])=[N:4][C:5]([CH3:8])=[CH:6][CH:7]=2)=[CH:17][CH:16]=1. The catalyst class is: 85. (5) Reactant: [C:1]([Si:5](Cl)([CH3:7])[CH3:6])([CH3:4])([CH3:3])[CH3:2].[OH:9][C@H:10]([CH3:17])[CH2:11][C:12]([O:14][CH2:15][CH3:16])=[O:13].N1C=CN=C1. Product: [Si:5]([O:9][C@H:10]([CH3:17])[CH2:11][C:12]([O:14][CH2:15][CH3:16])=[O:13])([C:1]([CH3:4])([CH3:3])[CH3:2])([CH3:7])[CH3:6]. The catalyst class is: 2.